This data is from Full USPTO retrosynthesis dataset with 1.9M reactions from patents (1976-2016). The task is: Predict the reactants needed to synthesize the given product. (1) Given the product [NH2:1][C:2]1[CH:7]=[C:6]([C:8]2[N:12]([C:13]3[CH:14]=[C:15]([CH:21]=[CH:22][CH:23]=3)[C:16]([OH:18])=[O:17])[N:11]=[CH:10][CH:9]=2)[C:5]([C:24]2[CH:29]=[CH:28][C:27]([N:30]3[CH2:31][CH2:32][N:33]([CH3:36])[CH2:34][CH2:35]3)=[CH:26][C:25]=2[O:37][CH3:38])=[CH:4][N:3]=1, predict the reactants needed to synthesize it. The reactants are: [NH2:1][C:2]1[CH:7]=[C:6]([C:8]2[N:12]([C:13]3[CH:14]=[C:15]([CH:21]=[CH:22][CH:23]=3)[C:16]([O:18]CC)=[O:17])[N:11]=[CH:10][CH:9]=2)[C:5]([C:24]2[CH:29]=[CH:28][C:27]([N:30]3[CH2:35][CH2:34][N:33]([CH3:36])[CH2:32][CH2:31]3)=[CH:26][C:25]=2[O:37][CH3:38])=[CH:4][N:3]=1.[OH-].[Na+].Cl. (2) Given the product [O:1]=[C:2]1[C:11]2[C:6](=[CH:7][CH:8]=[CH:9][CH:10]=2)[NH:5][CH:4]=[C:3]1[C:12]([OH:14])=[O:13], predict the reactants needed to synthesize it. The reactants are: [O:1]=[C:2]1[C:11]2[C:6](=[CH:7][CH:8]=[CH:9][CH:10]=2)[NH:5][CH:4]=[C:3]1[C:12]([O:14]CC)=[O:13].Cl. (3) Given the product [Cl:1][C:2]1[CH:7]=[C:6]([N+:8]([O-:10])=[O:9])[CH:5]=[C:4]([Cl:11])[C:3]=1[S:21][C:16]1[CH:17]=[CH:18][CH:19]=[CH:20][C:15]=1[C:14]([F:13])([F:22])[F:23], predict the reactants needed to synthesize it. The reactants are: [Cl:1][C:2]1[CH:7]=[C:6]([N+:8]([O-:10])=[O:9])[CH:5]=[C:4]([Cl:11])[C:3]=1F.[F:13][C:14]([F:23])([F:22])[C:15]1[CH:20]=[CH:19][CH:18]=[CH:17][C:16]=1[SH:21].C(=O)([O-])[O-].[K+].[K+]. (4) Given the product [CH3:41][N:42]1[C:51]2[C:46](=[CH:47][N:48]=[C:49]([CH3:52])[CH:50]=2)[CH:45]=[C:44]([C:53]2[CH:54]=[C:55]([NH:60][C:61]3[N:62]=[C:5]([C:2]4([CH3:1])[CH2:4][CH2:3]4)[O:7][N:64]=3)[CH:56]=[CH:57][C:58]=2[CH3:59])[C:43]1=[O:65], predict the reactants needed to synthesize it. The reactants are: [CH3:1][C:2]1([C:5]([OH:7])=O)[CH2:4][CH2:3]1.CCN(C(C)C)C(C)C.CN(C(ON1N=NC2C=CC=NC1=2)=[N+](C)C)C.F[P-](F)(F)(F)(F)F.[CH3:41][N:42]1[C:51]2[C:46](=[CH:47][N:48]=[C:49]([CH3:52])[CH:50]=2)[CH:45]=[C:44]([C:53]2[CH:54]=[C:55]([NH:60]/[C:61](/[NH2:64])=[N:62]/O)[CH:56]=[CH:57][C:58]=2[CH3:59])[C:43]1=[O:65]. (5) Given the product [CH2:1]([O:3][C:4](=[O:16])[CH:5]([CH2:6][NH:7][CH2:8][C:9]1[CH:14]=[CH:13][C:12]([F:15])=[CH:11][CH:10]=1)[CH2:29][CH:28]=[C:27]([CH3:33])[CH3:32])[CH3:2], predict the reactants needed to synthesize it. The reactants are: [CH2:1]([O:3][C:4](=[O:16])[CH2:5][CH2:6][NH:7][CH2:8][C:9]1[CH:14]=[CH:13][C:12]([F:15])=[CH:11][CH:10]=1)[CH3:2].C[Si]([N-][Si](C)(C)C)(C)C.[K+].[C:27]1([CH3:33])[CH:32]=CC=[CH:29][CH:28]=1.BrCC=C(C)C. (6) Given the product [CH2:1]([N:8]1[C:25]([NH2:26])=[N:24][C:23]2[N:13]([C@@H:14]3[O:22][C@H:19]([CH2:20][OH:21])[C@@H:17]([OH:18])[C@H:15]3[O:16][CH3:29])[CH:12]=[N:11][C:10]=2[C:9]1=[O:27])[C:2]1[CH:3]=[CH:4][CH:5]=[CH:6][CH:7]=1, predict the reactants needed to synthesize it. The reactants are: [CH2:1]([N:8]1[C:25]([NH2:26])=[N:24][C:23]2[N:13]([C@@H:14]3[O:22][C@H:19]([CH2:20][OH:21])[C@@H:17]([OH:18])[C@H:15]3[OH:16])[CH:12]=[N:11][C:10]=2[C:9]1=[O:27])[C:2]1[CH:7]=[CH:6][CH:5]=[CH:4][CH:3]=1.[SiH](C)(C)[CH3:29]. (7) Given the product [Cl:42][C:18]1[CH:17]=[N+:16]([O-:43])[CH:15]=[C:14]([Cl:13])[C:19]=1[CH2:20][C@H:21]([O:32][C:33]([C:35]1[S:36][C:37]([CH2:40][NH:7][C:6]2[CH:8]=[CH:9][CH:10]=[C:4]([O:3][Si:2]([CH3:12])([CH3:11])[CH3:1])[CH:5]=2)=[CH:38][CH:39]=1)=[O:34])[C:22]1[CH:27]=[CH:26][C:25]([O:28][CH3:29])=[C:24]([O:30][CH3:31])[CH:23]=1, predict the reactants needed to synthesize it. The reactants are: [CH3:1][Si:2]([CH3:12])([CH3:11])[O:3][C:4]1[CH:5]=[C:6]([CH:8]=[CH:9][CH:10]=1)[NH2:7].[Cl:13][C:14]1[CH:15]=[N+:16]([O-:43])[CH:17]=[C:18]([Cl:42])[C:19]=1[CH2:20][C@H:21]([O:32][C:33]([C:35]1[S:36][C:37]([CH:40]=O)=[CH:38][CH:39]=1)=[O:34])[C:22]1[CH:27]=[CH:26][C:25]([O:28][CH3:29])=[C:24]([O:30][CH3:31])[CH:23]=1.[BH-](OC(C)=O)(OC(C)=O)OC(C)=O.[Na+].C(O)(=O)C. (8) Given the product [O:29]1[CH2:30][CH2:31][CH2:32][CH:28]1[CH2:27][O:26][C:21]1[CH:22]=[CH:23][CH:24]=[CH:25][C:20]=1[C:18]1[N:17]=[CH:16][N:15]=[C:14]([NH:1][C:2]2[CH:3]=[C:4]([CH2:8][S:9]([NH2:12])(=[O:10])=[O:11])[CH:5]=[CH:6][CH:7]=2)[CH:19]=1, predict the reactants needed to synthesize it. The reactants are: [NH2:1][C:2]1[CH:3]=[C:4]([CH2:8][S:9]([NH2:12])(=[O:11])=[O:10])[CH:5]=[CH:6][CH:7]=1.Cl[C:14]1[CH:19]=[C:18]([C:20]2[CH:25]=[CH:24][CH:23]=[CH:22][C:21]=2[O:26][CH2:27][CH:28]2[CH2:32][CH2:31][CH2:30][O:29]2)[N:17]=[CH:16][N:15]=1. (9) Given the product [O:1]1[CH:5]=[CH:4][CH:3]=[C:2]1[CH2:6][CH2:7][O:8][S:15]([C:12]1[CH:13]=[CH:14][C:9]([CH3:19])=[CH:10][CH:11]=1)(=[O:17])=[O:16], predict the reactants needed to synthesize it. The reactants are: [O:1]1[CH:5]=[CH:4][CH:3]=[C:2]1[CH2:6][CH2:7][OH:8].[C:9]1([CH3:19])[CH:14]=[CH:13][C:12]([S:15](Cl)(=[O:17])=[O:16])=[CH:11][CH:10]=1. (10) Given the product [CH2:1]([S:16][CH:20]([CH2:26][CH3:27])[C:21]([O:23][CH2:24][CH3:25])=[O:22])[CH2:2]/[CH:3]=[CH:4]\[CH2:5]/[CH:6]=[CH:7]\[CH2:8]/[CH:9]=[CH:10]\[CH2:11]/[CH:12]=[CH:13]\[CH2:14][CH3:15], predict the reactants needed to synthesize it. The reactants are: [CH2:1]([SH:16])[CH2:2][CH:3]=[CH:4][CH2:5][CH:6]=[CH:7][CH2:8][CH:9]=[CH:10][CH2:11][CH:12]=[CH:13][CH2:14][CH3:15].[H-].[Na+].Br[CH:20]([CH2:26][CH3:27])[C:21]([O:23][CH2:24][CH3:25])=[O:22].